This data is from Forward reaction prediction with 1.9M reactions from USPTO patents (1976-2016). The task is: Predict the product of the given reaction. (1) Given the reactants [OH:1][C:2]1[CH:7]=[CH:6][C:5]([C:8]([C:11]2[CH:16]=[CH:15][C:14]([OH:17])=[CH:13][CH:12]=2)([CH3:10])[CH3:9])=[CH:4][CH:3]=1.C(Cl)Cl.O, predict the reaction product. The product is: [C:8]([C:5]1[CH:6]=[CH:7][C:2]([OH:1])=[CH:3][CH:4]=1)([C:11]1[CH:16]=[CH:15][CH:14]=[CH:13][CH:12]=1)([CH3:10])[CH3:9].[OH:1][C:2]1[CH:3]=[CH:4][C:5]([C:8]([C:11]2[CH:12]=[CH:13][C:14]([OH:17])=[CH:15][CH:16]=2)([CH3:10])[CH3:9])=[CH:6][CH:7]=1. (2) Given the reactants Br[C:2]1[CH:3]=[N:4][CH:5]=[CH:6][C:7]=1[C:8]1[CH:9]=[C:10]([CH:16]=[CH:17][CH:18]=1)[C:11]([O:13][CH2:14][CH3:15])=[O:12].C(OOB([C:30]1[CH:35]=[C:34]([Cl:36])[CH:33]=[CH:32][CH:31]=1)O)C1C=CC=CC=1.[C:37](=[O:40])([O-])[O-].[K+].[K+].[C:43]1(C)[CH:48]=[CH:47][CH:46]=[CH:45][CH:44]=1.C(O)C, predict the reaction product. The product is: [CH2:14]([O:13][C:11](=[O:12])[C:10]1[CH:16]=[CH:17][CH:18]=[C:8]([C:7]2[CH:6]=[CH:5][N:4]=[CH:3][C:2]=2[C:32]2[CH:33]=[C:34]([Cl:36])[CH:35]=[CH:30][C:31]=2[O:40][CH2:37][C:43]2[CH:48]=[CH:47][CH:46]=[CH:45][CH:44]=2)[CH:9]=1)[CH3:15]. (3) Given the reactants [OH:1][CH2:2][CH2:3][CH2:4][CH2:5][CH2:6][CH2:7][CH2:8][CH2:9][CH2:10][CH2:11][O:12][C:13]1[CH:18]=[CH:17][N+:16]([O-])=[C:15]([CH3:20])[C:14]=1[CH3:21].[C:22]([O:25]C(=O)C)(=[O:24])[CH3:23], predict the reaction product. The product is: [OH:1][CH2:2][CH2:3][CH2:4][CH2:5][CH2:6][CH2:7][CH2:8][CH2:9][CH2:10][CH2:11][O:12][C:13]1[CH:18]=[CH:17][N:16]=[C:15]([CH2:20][O:25][C:22](=[O:24])[CH3:23])[C:14]=1[CH3:21]. (4) Given the reactants CC(OC(/N=N/C(OC(C)C)=O)=O)C.[Cl:15][C:16]1[C:17]([OH:26])=[C:18]([C:23](=[O:25])[CH3:24])[CH:19]=[CH:20][C:21]=1[OH:22].O[CH2:28][C:29]1[CH:34]=[CH:33][C:32]([CH:35]([O:44][CH:45]2[CH2:50][CH2:49][CH2:48][CH2:47][O:46]2)[C:36]2[CH:37]=[C:38]([CH:41]=[CH:42][CH:43]=2)[C:39]#[N:40])=[CH:31][CH:30]=1.C1(P(C2C=CC=CC=2)C2C=CC=CC=2)C=CC=CC=1, predict the reaction product. The product is: [C:23]([C:18]1[CH:19]=[CH:20][C:21]([O:22][CH2:28][C:29]2[CH:30]=[CH:31][C:32]([CH:35]([O:44][CH:45]3[CH2:50][CH2:49][CH2:48][CH2:47][O:46]3)[C:36]3[CH:37]=[C:38]([CH:41]=[CH:42][CH:43]=3)[C:39]#[N:40])=[CH:33][CH:34]=2)=[C:16]([Cl:15])[C:17]=1[OH:26])(=[O:25])[CH3:24].